From a dataset of Catalyst prediction with 721,799 reactions and 888 catalyst types from USPTO. Predict which catalyst facilitates the given reaction. (1) Reactant: [OH:1][CH:2]1[CH2:7][CH2:6][C:5]([CH3:12])([C:8]([O:10][CH3:11])=[O:9])[CH2:4][CH2:3]1.CCN(C(C)C)C(C)C.[CH3:22][Si:23]([CH2:26][CH2:27][O:28][CH2:29]Cl)([CH3:25])[CH3:24]. Product: [CH3:12][C:5]1([C:8]([O:10][CH3:11])=[O:9])[CH2:4][CH2:3][CH:2]([O:1][CH2:29][O:28][CH2:27][CH2:26][Si:23]([CH3:25])([CH3:24])[CH3:22])[CH2:7][CH2:6]1. The catalyst class is: 4. (2) Reactant: [NH2:1][CH2:2][C:3]1[C:4]([NH:10][CH2:11][C:12]([CH3:15])([CH3:14])[CH3:13])=[N:5][C:6]([Cl:9])=[N:7][CH:8]=1.CCN(C(C)C)C(C)C.CN(C=O)C.[CH3:30][O:31][C:32]1[CH:37]=[CH:36][C:35]([CH2:38][C:39](O)=[O:40])=[CH:34][CH:33]=1. Product: [Cl:9][C:6]1[N:5]=[C:4]([NH:10][CH2:11][C:12]([CH3:15])([CH3:14])[CH3:13])[C:3]([CH2:2][NH:1][C:39](=[O:40])[CH2:38][C:35]2[CH:36]=[CH:37][C:32]([O:31][CH3:30])=[CH:33][CH:34]=2)=[CH:8][N:7]=1. The catalyst class is: 13. (3) Reactant: C([O:4][CH:5]([CH3:7])[CH3:6])(C)C.Cl.[CH3:9][O:10][C:11](N1CCC(=O)CC1)=[O:12].[CH2:20]([N:22](CC)[CH2:23]C)C.[C:38]([O:37][C:35](O[C:35]([O:37][C:38]([CH3:41])([CH3:40])[CH3:39])=[O:36])=[O:36])([CH3:41])([CH3:40])[CH3:39]. Product: [CH3:9][O:10][C:11]([CH:6]1[C:5](=[O:4])[CH2:7][CH2:23][N:22]([C:35]([O:37][C:38]([CH3:39])([CH3:40])[CH3:41])=[O:36])[CH2:20]1)=[O:12]. The catalyst class is: 6. (4) Reactant: [F:1][C:2]1[CH:26]=[C:25]([F:27])[CH:24]=[CH:23][C:3]=1[CH2:4][O:5][C:6]1[CH:11]=[C:10]([CH3:12])[N:9]([C:13]2[CH:18]=[CH:17][C:16]([CH:19]=[CH2:20])=[CH:15][C:14]=2[CH3:21])[C:8](=[O:22])[CH:7]=1.[Br:28]NC(=O)CCC(N)=O. Product: [Br:28][C:7]1[C:8](=[O:22])[N:9]([C:13]2[CH:18]=[CH:17][C:16]([CH:19]=[CH2:20])=[CH:15][C:14]=2[CH3:21])[C:10]([CH3:12])=[CH:11][C:6]=1[O:5][CH2:4][C:3]1[CH:23]=[CH:24][C:25]([F:27])=[CH:26][C:2]=1[F:1]. The catalyst class is: 10. (5) Reactant: [C:1]([O:5][C:6]([N:8]([C:13]1[CH:14]=[C:15]([CH2:24][C:25]([O:27]C)=[O:26])[CH:16]=[CH:17][C:18]=1[O:19][CH2:20][CH:21]1[CH2:23][CH2:22]1)[S:9]([CH3:12])(=[O:11])=[O:10])=[O:7])([CH3:4])([CH3:3])[CH3:2].O.[Li+].[OH-]. Product: [C:1]([O:5][C:6]([N:8]([C:13]1[CH:14]=[C:15]([CH2:24][C:25]([OH:27])=[O:26])[CH:16]=[CH:17][C:18]=1[O:19][CH2:20][CH:21]1[CH2:22][CH2:23]1)[S:9]([CH3:12])(=[O:10])=[O:11])=[O:7])([CH3:4])([CH3:2])[CH3:3]. The catalyst class is: 1.